The task is: Predict the reaction yield, written as a fraction of the theoretical maximum amount of product (1.0 means a 100% yield; for example, 0.34 means a 34% yield).. This data is from Reaction yield outcomes from USPTO patents with 853,638 reactions. The reactants are Br[C:2]1[CH:7]=[CH:6][C:5]([C@@H:8]([N:10]2[CH2:15][CH2:14][C:13]([CH2:19][CH2:20][CH2:21][OH:22])([CH:16]([CH3:18])[CH3:17])[O:12][C:11]2=[O:23])[CH3:9])=[CH:4][CH:3]=1.[CH3:24][C:25]1([CH3:41])[C:29]([CH3:31])([CH3:30])[O:28][B:27]([B:27]2[O:28][C:29]([CH3:31])([CH3:30])[C:25]([CH3:41])([CH3:24])[O:26]2)[O:26]1.C([O-])(=O)C.[K+].CCOC(C)=O. The catalyst is CS(C)=O.C1C=CC(P(C2C=CC=CC=2)[C-]2C=CC=C2)=CC=1.C1C=CC(P(C2C=CC=CC=2)[C-]2C=CC=C2)=CC=1.Cl[Pd]Cl.[Fe+2].O. The product is [OH:22][CH2:21][CH2:20][CH2:19][C:13]1([CH:16]([CH3:18])[CH3:17])[O:12][C:11](=[O:23])[N:10]([C@H:8]([C:5]2[CH:6]=[CH:7][C:2]([B:27]3[O:28][C:29]([CH3:31])([CH3:30])[C:25]([CH3:41])([CH3:24])[O:26]3)=[CH:3][CH:4]=2)[CH3:9])[CH2:15][CH2:14]1. The yield is 0.350.